Dataset: Catalyst prediction with 721,799 reactions and 888 catalyst types from USPTO. Task: Predict which catalyst facilitates the given reaction. (1) Reactant: C(N(CC)CC)C.[B-](F)(F)(F)F.CN(C(ON1C(=O)CCC1=O)=[N+](C)C)C.[CH3:28][O:29][C:30]1[CH:35]=[CH:34][C:33]([C:36]2[CH:41]=[CH:40][N:39]=[C:38]3[NH:42][C:43]([C:45]4[CH:53]=[CH:52][C:48]([C:49](O)=[O:50])=[CH:47][CH:46]=4)=[N:44][C:37]=23)=[CH:32][CH:31]=1.[CH2:54]([N:56]1[CH2:61][CH2:60][NH:59][CH2:58][CH2:57]1)[CH3:55]. Product: [CH2:54]([N:56]1[CH2:61][CH2:60][N:59]([C:49]([C:48]2[CH:47]=[CH:46][C:45]([C:43]3[NH:42][C:38]4=[N:39][CH:40]=[CH:41][C:36]([C:33]5[CH:34]=[CH:35][C:30]([O:29][CH3:28])=[CH:31][CH:32]=5)=[C:37]4[N:44]=3)=[CH:53][CH:52]=2)=[O:50])[CH2:58][CH2:57]1)[CH3:55]. The catalyst class is: 3. (2) Reactant: [Br:1][C:2]1[C:3]([O:11][CH3:12])=[CH:4][C:5]([O:9][CH3:10])=[C:6]([CH:8]=1)[NH2:7].[C:13](Cl)(Cl)=[O:14]. Product: [Br:1][C:2]1[CH:8]=[C:6]([N:7]=[C:13]=[O:14])[C:5]([O:9][CH3:10])=[CH:4][C:3]=1[O:11][CH3:12]. The catalyst class is: 25. (3) Reactant: Cl[C:2]1[C:11]2[C:6](=[CH:7][C:8]([O:12]C)=[CH:9][CH:10]=2)[CH:5]=[C:4]([NH:14][C:15]2[CH:19]=[C:18]([CH3:20])[NH:17][N:16]=2)[N:3]=1.[BrH:21]. Product: [Br:21][C:2]1[C:11]2[C:6](=[CH:7][C:8]([OH:12])=[CH:9][CH:10]=2)[CH:5]=[C:4]([NH:14][C:15]2[CH:19]=[C:18]([CH3:20])[NH:17][N:16]=2)[N:3]=1. The catalyst class is: 15. (4) Reactant: [CH2:1]([N:8]1[C:13]2[N:14]=[C:15]([S:19][CH3:20])[N:16]=[C:17](Cl)[C:12]=2[C:11](=[O:21])[CH:10]([C:22]([O:24][CH2:25][CH3:26])=[O:23])[CH2:9]1)[C:2]1[CH:7]=[CH:6][CH:5]=[CH:4][CH:3]=1.C(N(CC)CC)C.O.[NH2:35][NH2:36]. Product: [CH2:1]([N:8]1[C:13]2[N:14]=[C:15]([S:19][CH3:20])[N:16]=[C:17]([NH:35][NH2:36])[C:12]=2[C:11](=[O:21])[CH:10]([C:22]([O:24][CH2:25][CH3:26])=[O:23])[CH2:9]1)[C:2]1[CH:7]=[CH:6][CH:5]=[CH:4][CH:3]=1. The catalyst class is: 12. (5) Reactant: C1(P(C2C=CC=CC=2)C2C=CC=CC=2)C=CC=CC=1.[Br:20]Br.O[CH2:23][C:24]1[C:32]2[C:27](=[CH:28][CH:29]=[CH:30][CH:31]=2)[N:26]([C:33]([O:35][C:36]([CH3:39])([CH3:38])[CH3:37])=[O:34])[CH:25]=1. Product: [Br:20][CH2:23][C:24]1[C:32]2[C:27](=[CH:28][CH:29]=[CH:30][CH:31]=2)[N:26]([C:33]([O:35][C:36]([CH3:39])([CH3:38])[CH3:37])=[O:34])[CH:25]=1. The catalyst class is: 53.